Dataset: Reaction yield outcomes from USPTO patents with 853,638 reactions. Task: Predict the reaction yield, written as a fraction of the theoretical maximum amount of product (1.0 means a 100% yield; for example, 0.34 means a 34% yield). (1) The reactants are [CH:1]1([Mg]Br)[CH2:3][CH2:2]1.[Cl:6][C:7]1[CH:8]=[CH:9][C:10]([CH:28]=[O:29])=[C:11]2[C:15]=1[N:14]=[C:13]1[N:16]([C:20]3[CH:25]=[CH:24][C:23]([Cl:26])=[CH:22][C:21]=3[Cl:27])[CH2:17][CH2:18][CH2:19][N:12]21. The catalyst is O1CCCC1. The product is [Cl:6][C:7]1[C:15]2[N:14]=[C:13]3[N:16]([C:20]4[CH:25]=[CH:24][C:23]([Cl:26])=[CH:22][C:21]=4[Cl:27])[CH2:17][CH2:18][CH2:19][N:12]3[C:11]=2[C:10]([CH:28]([CH:1]2[CH2:3][CH2:2]2)[OH:29])=[CH:9][CH:8]=1. The yield is 0.780. (2) The reactants are [Cl:1][C:2]1[CH:7]=[CH:6][C:5]([C:8]2[C:9]([C:13]3[CH:18]=[CH:17][C:16]([OH:19])=[CH:15][CH:14]=3)=[CH:10][S:11][CH:12]=2)=[C:4]([O:20][CH3:21])[CH:3]=1.[H-].[Na+].Cl[CH2:25][O:26][CH3:27]. The catalyst is C1COCC1. The product is [Cl:1][C:2]1[CH:7]=[CH:6][C:5]([C:8]2[C:9]([C:13]3[CH:18]=[CH:17][C:16]([O:19][CH2:25][O:26][CH3:27])=[CH:15][CH:14]=3)=[CH:10][S:11][CH:12]=2)=[C:4]([O:20][CH3:21])[CH:3]=1. The yield is 0.900. (3) The reactants are [NH2:1][C:2]1[CH:3]=[CH:4][C:5]([F:11])=[C:6]([CH:10]=1)[C:7]([OH:9])=O.CN(C(ON1N=NC2C=CC=NC1=2)=[N+](C)C)C.F[P-](F)(F)(F)(F)F.[NH2:36][CH2:37][CH:38]([OH:50])[CH2:39][N:40]1[CH2:49][CH2:48][C:47]2[C:42](=[CH:43][CH:44]=[CH:45][CH:46]=2)[CH2:41]1.CCN(C(C)C)C(C)C. The catalyst is C(Cl)Cl. The product is [NH2:1][C:2]1[CH:3]=[CH:4][C:5]([F:11])=[C:6]([CH:10]=1)[C:7]([NH:36][CH2:37][CH:38]([OH:50])[CH2:39][N:40]1[CH2:49][CH2:48][C:47]2[C:42](=[CH:43][CH:44]=[CH:45][CH:46]=2)[CH2:41]1)=[O:9]. The yield is 0.840. (4) The reactants are C([O:4][C@H:5]1[C@H:9]([O:10][C:11](=[O:18])[C:12]2[CH:17]=[CH:16][CH:15]=[CH:14][CH:13]=2)[C@H:8]([CH2:19][O:20][C:21](=[O:28])[C:22]2[CH:27]=[CH:26][CH:25]=[CH:24][CH:23]=2)[O:7][C@@H:6]1[N:29]1[CH:37]=[N:36][C:35]2[C:30]1=[N:31][CH:32]=[N:33][C:34]=2[NH2:38])(=O)C.O.NN. The catalyst is N1C=CC=CC=1. The product is [C:11]([O:10][C@@H:9]1[C@H:8]([CH2:19][O:20][C:21](=[O:28])[C:22]2[CH:23]=[CH:24][CH:25]=[CH:26][CH:27]=2)[O:7][C@H:6]([N:29]2[CH:37]=[N:36][C:35]3[C:30]2=[N:31][CH:32]=[N:33][C:34]=3[NH2:38])[C@H:5]1[OH:4])(=[O:18])[C:12]1[CH:13]=[CH:14][CH:15]=[CH:16][CH:17]=1. The yield is 0.680. (5) The reactants are Cl.Cl.[Cl:3][C:4]1[CH:5]=[C:6]([N:10]2[CH2:14][CH2:13][CH:12]([NH2:15])[CH2:11]2)[CH:7]=[CH:8][CH:9]=1.C(N(C(C)C)C(C)C)C.[Cl:25][C:26]1[CH:27]=[C:28]2[C:33](=[CH:34][C:35]=1[O:36][C:37]1[CH:45]=[CH:44][C:40]([C:41](O)=[O:42])=[CH:39][CH:38]=1)[O:32][CH2:31][CH2:30][CH:29]2[C:46]([O:48][CH2:49][CH3:50])=[O:47].Cl.CN(C)CCCN=C=NCC.ON1C2N=CC=CC=2N=N1. The catalyst is ClCCl. The product is [Cl:25][C:26]1[CH:27]=[C:28]2[C:33](=[CH:34][C:35]=1[O:36][C:37]1[CH:45]=[CH:44][C:40]([C:41](=[O:42])[NH:15][CH:12]3[CH2:13][CH2:14][N:10]([C:6]4[CH:7]=[CH:8][CH:9]=[C:4]([Cl:3])[CH:5]=4)[CH2:11]3)=[CH:39][CH:38]=1)[O:32][CH2:31][CH2:30][CH:29]2[C:46]([O:48][CH2:49][CH3:50])=[O:47]. The yield is 0.950.